From a dataset of Reaction yield outcomes from USPTO patents with 853,638 reactions. Predict the reaction yield, written as a fraction of the theoretical maximum amount of product (1.0 means a 100% yield; for example, 0.34 means a 34% yield). (1) The catalyst is C(OCC)(=O)C.[Pd]. The reactants are [CH:1]1(/[CH:7]=[CH:8]/[CH2:9][C:10]([CH3:27])([C:21]2[CH:26]=[CH:25][CH:24]=[CH:23][CH:22]=2)[C:11]([O:13]CC2C=CC=CC=2)=[O:12])[CH2:6][CH2:5][CH2:4][CH2:3][CH2:2]1. The product is [CH:1]1([CH2:7][CH2:8][CH2:9][C:10]([CH3:27])([C:21]2[CH:22]=[CH:23][CH:24]=[CH:25][CH:26]=2)[C:11]([OH:13])=[O:12])[CH2:2][CH2:3][CH2:4][CH2:5][CH2:6]1. The yield is 0.990. (2) The reactants are [NH2:1][C:2]1[CH:3]=[N:4][CH:5]=[CH:6][C:7]=1[N:8]1[CH2:13][C@H:12]([CH3:14])[C@@H:11]([O:15][Si:16]([C:19]([CH3:22])([CH3:21])[CH3:20])([CH3:18])[CH3:17])[C@H:10]([NH:23][C:24](=[O:30])[O:25][C:26]([CH3:29])([CH3:28])[CH3:27])[CH2:9]1.[CH2:31]([C:34]1[O:42][C:41]2[C:36](=[N:37][C:38]([C:43]([OH:45])=O)=[CH:39][CH:40]=2)[CH:35]=1)[CH2:32]C.[CH3:46]CN(C(C)C)C(C)C.CN(C(ON1N=NC2C=CC=NC1=2)=[N+](C)C)C.F[P-](F)(F)(F)(F)F. The yield is 0.800. The product is [Si:16]([O:15][C@@H:11]1[C@@H:12]([CH3:14])[CH2:13][N:8]([C:7]2[CH:6]=[CH:5][N:4]=[CH:3][C:2]=2[NH:1][C:43]([C:38]2[N:37]=[C:36]3[CH:35]=[C:34]([CH:31]([CH3:32])[CH3:46])[O:42][C:41]3=[CH:40][CH:39]=2)=[O:45])[CH2:9][C@H:10]1[NH:23][C:24](=[O:30])[O:25][C:26]([CH3:29])([CH3:28])[CH3:27])([C:19]([CH3:22])([CH3:21])[CH3:20])([CH3:18])[CH3:17]. The catalyst is CN(C=O)C. (3) The reactants are [O:1]=[C:2]1[C:7]([CH2:8][C:9]2[CH:14]=[CH:13][C:12]([C:15]3[C:16]([C:21]#[N:22])=[CH:17][CH:18]=[CH:19][CH:20]=3)=[CH:11][CH:10]=2)=[C:6]([CH2:23][CH2:24][CH3:25])[N:5]2[N:26]=[CH:27][N:28]=[C:4]2[NH:3]1.[CH3:29][C:30]1([O:33][CH2:32]1)[CH3:31].C(=O)([O-])[O-].[K+].[K+].CN(C)C(=O)C. The catalyst is C(OCC)(=O)C. The product is [OH:33][C:30]([CH3:32])([CH3:31])[CH2:29][N:3]1[C:2](=[O:1])[C:7]([CH2:8][C:9]2[CH:10]=[CH:11][C:12]([C:15]3[C:16]([C:21]#[N:22])=[CH:17][CH:18]=[CH:19][CH:20]=3)=[CH:13][CH:14]=2)=[C:6]([CH2:23][CH2:24][CH3:25])[N:5]2[N:26]=[CH:27][N:28]=[C:4]12. The yield is 0.790. (4) The reactants are [C:1]([C:4]1[C:12]2[C:7](=[CH:8][CH:9]=[CH:10][CH:11]=2)[N:6]([CH2:13][C:14]([OH:16])=O)[N:5]=1)(=[O:3])[NH2:2].[F:17][C:18]([F:23])([F:22])[C:19]([OH:21])=[O:20].[F:24][C:25]([F:42])([F:41])[CH2:26][N:27]1[CH:31]=[CH:30][C:29]([NH:32][C:33]([C@@H:35]2[CH2:40][C@@H:39]3[C@@H:37]([CH2:38]3)[NH:36]2)=[O:34])=[N:28]1.CN(C(ON1N=NC2C=CC=CC1=2)=[N+](C)C)C.F[P-](F)(F)(F)(F)F.CCN(C(C)C)C(C)C. The catalyst is CN(C=O)C. The product is [C:19]([OH:21])([C:18]([F:23])([F:22])[F:17])=[O:20].[O:16]=[C:14]([N:36]1[C@H:35]([C:33](=[O:34])[NH:32][C:29]2[CH:30]=[CH:31][N:27]([CH2:26][C:25]([F:41])([F:42])[F:24])[N:28]=2)[CH2:40][C@@H:39]2[C@H:37]1[CH2:38]2)[CH2:13][N:6]1[C:7]2[C:12](=[CH:11][CH:10]=[CH:9][CH:8]=2)[C:4]([C:1]([NH2:2])=[O:3])=[N:5]1. The yield is 0.00100. (5) The reactants are [CH:1]1([CH2:5][O:6][CH2:7][C:8]([OH:10])=O)[CH2:4][CH2:3][CH2:2]1.[C:11](Cl)(=O)[C:12](Cl)=O.[N+:17]([CH:20]([C:23]1[CH:28]=CC=CC=1)[C:21]#N)([O-:19])=[O:18].[CH3:29][CH2:30][N:31](CC)CC.Cl. The catalyst is C(Cl)Cl.CN(C1C=CN=CC=1)C.O.CN(C=O)C. The product is [C:30]([CH:29]([C:12]1[CH:11]=[CH:21][C:20]([N+:17]([O-:19])=[O:18])=[CH:23][CH:28]=1)[C:8]([CH2:7][O:6][CH2:5][CH:1]1[CH2:2][CH2:3][CH2:4]1)=[O:10])#[N:31]. The yield is 0.650. (6) The reactants are [O:1]1[CH2:6][CH2:5][CH:4]([NH:7][C:8]2[NH:12][N:11]=[CH:10][CH:9]=2)[CH2:3][CH2:2]1.[C:13]([C:15]1[CH:20]=[CH:19][CH:18]=[CH:17][C:16]=1[C:21]1[CH:26]=[CH:25][C:24]([CH2:27][CH:28]([C:34](=O)[CH2:35][CH2:36][CH3:37])[C:29](OCC)=[O:30])=[CH:23][CH:22]=1)#[N:14].N12CCCN=C1CCCCC2.C(N(CC)C1C=CC=CC=1)C. The catalyst is Cl. The product is [O:30]=[C:29]1[C:28]([CH2:27][C:24]2[CH:25]=[CH:26][C:21]([C:16]3[C:15]([C:13]#[N:14])=[CH:20][CH:19]=[CH:18][CH:17]=3)=[CH:22][CH:23]=2)=[C:34]([CH2:35][CH2:36][CH3:37])[N:12]2[N:11]=[CH:10][CH:9]=[C:8]2[N:7]1[CH:4]1[CH2:3][CH2:2][O:1][CH2:6][CH2:5]1. The yield is 0.880.